From a dataset of Full USPTO retrosynthesis dataset with 1.9M reactions from patents (1976-2016). Predict the reactants needed to synthesize the given product. (1) Given the product [F:1][C:2]1[CH:3]=[C:4]([CH2:28][CH2:29][C:30]([OH:32])=[O:31])[CH:5]=[C:6]([F:27])[C:7]=1[O:8][CH2:9][C:10]1[C:11]([C:19]2[CH:20]=[N:21][C:22]([O:25][CH3:26])=[CH:23][CH:24]=2)=[N:12][S:13][C:14]=1[C:15]([F:16])([F:17])[F:18], predict the reactants needed to synthesize it. The reactants are: [F:1][C:2]1[CH:3]=[C:4]([CH2:28][CH2:29][C:30]([O:32]CC)=[O:31])[CH:5]=[C:6]([F:27])[C:7]=1[O:8][CH2:9][C:10]1[C:11]([C:19]2[CH:20]=[N:21][C:22]([O:25][CH3:26])=[CH:23][CH:24]=2)=[N:12][S:13][C:14]=1[C:15]([F:18])([F:17])[F:16].COC1C=CC(C(N)=O)=CN=1.O1CCCC1.[Li+].[OH-]. (2) Given the product [F:11][C:3]1[CH:4]=[CH:5][C:6]([N+:8]([O-:10])=[O:9])=[CH:7][C:2]=1[B:17]1[O:21][C:20]([CH3:23])([CH3:22])[C:19]([CH3:25])([CH3:24])[O:18]1, predict the reactants needed to synthesize it. The reactants are: Br[C:2]1[CH:7]=[C:6]([N+:8]([O-:10])=[O:9])[CH:5]=[CH:4][C:3]=1[F:11].CC([O-])=O.[K+].[B:17]1([B:17]2[O:21][C:20]([CH3:23])([CH3:22])[C:19]([CH3:25])([CH3:24])[O:18]2)[O:21][C:20]([CH3:23])([CH3:22])[C:19]([CH3:25])([CH3:24])[O:18]1. (3) Given the product [Br:24][C:17]1[C:16]([C:18]([CH3:20])([CH3:19])[CH3:21])=[N:15][N:14]([CH3:22])[C:13]=1[NH:12][C:5]1[CH:6]=[CH:7][C:8]([O:10][CH3:11])=[CH:9][C:4]=1[C:3]([O:2][CH3:1])=[O:23], predict the reactants needed to synthesize it. The reactants are: [CH3:1][O:2][C:3](=[O:23])[C:4]1[CH:9]=[C:8]([O:10][CH3:11])[CH:7]=[CH:6][C:5]=1[NH:12][C:13]1[N:14]([CH3:22])[N:15]=[C:16]([C:18]([CH3:21])([CH3:20])[CH3:19])[CH:17]=1.[Br:24]Br.O. (4) Given the product [Cl:1][C:2]1[CH:7]=[C:6]2[NH:8][C:9](=[O:27])[C:10]3([CH:15]([C:16]4[CH:21]=[CH:20][CH:19]=[C:18]([Cl:22])[CH:17]=4)[CH2:14][C:13](=[O:23])[N:12]([CH2:41][CH2:40][CH2:39][Cl:38])[CH:11]3[C:24]([CH3:26])=[CH2:25])[C:5]2=[CH:4][CH:3]=1.[CH3:28][O:29][CH:30]([Si:32]([CH3:35])([CH3:34])[CH3:33])[CH3:31], predict the reactants needed to synthesize it. The reactants are: [Cl:1][C:2]1[CH:7]=[C:6]2[NH:8][C:9](=[O:27])[C:10]3([CH:15]([C:16]4[CH:21]=[CH:20][CH:19]=[C:18]([Cl:22])[CH:17]=4)[CH2:14][C:13](=[O:23])[NH:12][CH:11]3[C:24]([CH3:26])=[CH2:25])[C:5]2=[CH:4][CH:3]=1.[CH3:28][O:29][CH:30]([Si:32]([CH3:35])([CH3:34])[CH3:33])[CH3:31].[H-].[Li+].[Cl:38][CH2:39][CH2:40][CH2:41]I. (5) Given the product [F:1][C:2]1[CH:8]=[C:7]([I:9])[CH:6]=[CH:5][C:3]=1[NH:4][C:21]1[C:22]([N+:30]([O-:32])=[O:31])=[C:23]([F:29])[CH:24]=[C:25]([F:28])[C:26]=1[F:27], predict the reactants needed to synthesize it. The reactants are: [F:1][C:2]1[CH:8]=[C:7]([I:9])[CH:6]=[CH:5][C:3]=1[NH2:4].C[Si](C)(C)[N-][Si](C)(C)C.[Li+].F[C:21]1[C:26]([F:27])=[C:25]([F:28])[CH:24]=[C:23]([F:29])[C:22]=1[N+:30]([O-:32])=[O:31].C(OCC)(=O)C. (6) The reactants are: CO[CH:3](OC)[CH2:4]C(OC)OC.C(O[C:17]([NH:19][NH:20][CH:21]1[CH2:25][CH2:24][CH2:23][CH2:22]1)=O)(C)(C)C.Cl. Given the product [CH:21]1([N:20]2[CH:4]=[CH:3][CH:17]=[N:19]2)[CH2:22][CH2:23][CH2:24][CH2:25]1, predict the reactants needed to synthesize it. (7) Given the product [Cl:28][C:25]1[CH:24]=[CH:23][C:22]([C:18]2[CH:19]=[CH:20][CH:21]=[C:16]([CH:11]3[C:10]([CH3:30])([CH3:29])[CH2:9][C:8]4[C:13](=[CH:14][CH:15]=[C:6]([C:4]([OH:5])=[O:3])[CH:7]=4)[NH:12]3)[CH:17]=2)=[CH:27][CH:26]=1, predict the reactants needed to synthesize it. The reactants are: C([O:3][C:4]([C:6]1[CH:7]=[C:8]2[C:13](=[CH:14][CH:15]=1)[NH:12][CH:11]([C:16]1[CH:17]=[C:18]([C:22]3[CH:27]=[CH:26][C:25]([Cl:28])=[CH:24][CH:23]=3)[CH:19]=[CH:20][CH:21]=1)[C:10]([CH3:30])([CH3:29])[CH2:9]2)=[O:5])C.[OH-].[Na+].Cl. (8) Given the product [CH2:30]([C:10]1[CH:11]=[C:12]([O:13][CH2:14][CH2:15][C:16]2[N:17]=[C:18]([C:22]3[CH:27]=[CH:26][C:25]([C:9]4[CH:29]=[CH:28][CH:12]=[CH:11][CH:10]=4)=[CH:24][CH:23]=3)[O:19][C:20]=2[CH3:21])[CH:28]=[CH:29][C:9]=1[OH:8])[CH2:31][CH3:32], predict the reactants needed to synthesize it. The reactants are: C([O:8][C:9]1[CH:29]=[CH:28][C:12]([O:13][CH2:14][CH2:15][C:16]2[N:17]=[C:18]([C:22]3[CH:27]=[CH:26][CH:25]=[CH:24][CH:23]=3)[O:19][C:20]=2[CH3:21])=[CH:11][C:10]=1[CH2:30][CH2:31][CH3:32])C1C=CC=CC=1.[H][H]. (9) Given the product [CH:36]1([C:35]([NH:34][C:32]([NH:31][C:6]2[CH:7]=[CH:8][C:9]([O:10][C:11]3[C:16]4=[C:17]([CH3:30])[C:18]([O:20][CH2:21][CH2:22][N:23]5[CH2:24][CH2:25][N:26]([CH3:29])[CH2:27][CH2:28]5)=[CH:19][N:15]4[N:14]=[CH:13][N:12]=3)=[C:4]([F:3])[CH:5]=2)=[O:53])=[O:44])[CH2:37][CH2:38]1, predict the reactants needed to synthesize it. The reactants are: Cl.Cl.[F:3][C:4]1[CH:5]=[C:6]([NH:31][C:32]([NH:34][C:35](=[O:44])[CH2:36][C:37]2C=CC(F)=C[CH:38]=2)=S)[CH:7]=[CH:8][C:9]=1[O:10][C:11]1[C:16]2=[C:17]([CH3:30])[C:18]([O:20][CH2:21][CH2:22][N:23]3[CH2:28][CH2:27][N:26]([CH3:29])[CH2:25][CH2:24]3)=[CH:19][N:15]2[N:14]=[CH:13][N:12]=1.Cl.FC1C=C(NC(=O)CC(NC2C=CC(F)=CC=2)=O)C=CC=1[O:53]C1C2=C(C)C(OCCN3CCOCC3)=CN2N=CN=1. (10) Given the product [Br:29][C:30]1[CH:31]=[CH:32][C:33]2[O:37][C:36]3[C:38](=[O:40])[NH:39][C:42]([C:44]4[N:45]=[C:46]5[CH2:51][N:50]([C:52]([O:54][C:55]([CH3:58])([CH3:57])[CH3:56])=[O:53])[CH2:49][CH2:48][N:47]5[CH:59]=4)=[N:41][C:35]=3[C:34]=2[CH:60]=1, predict the reactants needed to synthesize it. The reactants are: BrC1C=CC2OC3C(=O)NC(C4CCN(C(OC(C)(C)C)=O)CC4)=NC=3C=2C=1.[Br:29][C:30]1[CH:31]=[CH:32][C:33]2[O:37][C:36]([C:38](=[O:40])[NH2:39])=[C:35]([NH:41][C:42]([C:44]3[N:45]=[C:46]4[CH2:51][N:50]([C:52]([O:54][C:55]([CH3:58])([CH3:57])[CH3:56])=[O:53])[CH2:49][CH2:48][N:47]4[CH:59]=3)=O)[C:34]=2[CH:60]=1.BrC1C=CC2OC(C(=O)N)=C(NC(C3CCN(C(OC(C)(C)C)=O)CC3)=O)C=2C=1.